This data is from Catalyst prediction with 721,799 reactions and 888 catalyst types from USPTO. The task is: Predict which catalyst facilitates the given reaction. (1) The catalyst class is: 8. Product: [CH2:1]([O:3][C:4]([C:5]1[N:6]2[CH2:11][CH2:10][CH2:9][CH2:8][C:7]2=[N:12][C:13]=1[NH2:14])=[O:15])[CH3:2]. Reactant: [CH2:1]([O:3][C:4](=[O:15])[CH2:5][N:6]1[CH2:11][CH2:10][CH2:9][CH2:8][C:7]1=[N:12][C:13]#[N:14])[CH3:2].C([O-])C.[Na+]. (2) Reactant: [CH:1]([C:4]1[CH:9]=[CH:8][CH:7]=[CH:6][C:5]=1[OH:10])([CH3:3])[CH3:2].CS(C)=O.C(=O)([O-])[O-].[Na+].[Na+].O.[BrH:22]. Product: [Br:22][C:8]1[CH:7]=[CH:6][C:5]([OH:10])=[C:4]([CH:1]([CH3:3])[CH3:2])[CH:9]=1. The catalyst class is: 15.